This data is from CYP2C9 inhibition data for predicting drug metabolism from PubChem BioAssay. The task is: Regression/Classification. Given a drug SMILES string, predict its absorption, distribution, metabolism, or excretion properties. Task type varies by dataset: regression for continuous measurements (e.g., permeability, clearance, half-life) or binary classification for categorical outcomes (e.g., BBB penetration, CYP inhibition). Dataset: cyp2c9_veith. (1) The molecule is Brc1ccc(-c2csc(N3CCC(c4ccccc4)C3)n2)cc1. The result is 1 (inhibitor). (2) The compound is O=C(O)CCNc1ccccc1C(=O)O. The result is 0 (non-inhibitor).